Dataset: Forward reaction prediction with 1.9M reactions from USPTO patents (1976-2016). Task: Predict the product of the given reaction. Given the reactants C([N:8]1[CH2:13][CH2:12][CH:11]([N:14]([CH2:22][C:23]2[N:28]=[CH:27][C:26]3[O:29][CH2:30][CH2:31][O:32][C:25]=3[CH:24]=2)[C:15](=[O:21])[O:16][C:17]([CH3:20])([CH3:19])[CH3:18])[CH2:10][CH:9]1[CH3:33])C1C=CC=CC=1, predict the reaction product. The product is: [O:32]1[C:25]2[CH:24]=[C:23]([CH2:22][N:14]([CH:11]3[CH2:12][CH2:13][NH:8][CH:9]([CH3:33])[CH2:10]3)[C:15](=[O:21])[O:16][C:17]([CH3:20])([CH3:19])[CH3:18])[N:28]=[CH:27][C:26]=2[O:29][CH2:30][CH2:31]1.